Dataset: Full USPTO retrosynthesis dataset with 1.9M reactions from patents (1976-2016). Task: Predict the reactants needed to synthesize the given product. (1) Given the product [F:1][C:2]1[CH:3]=[C:4](/[CH:9]=[CH:10]/[C:11]([Cl:16])=[O:13])[CH:5]=[CH:6][C:7]=1[F:8], predict the reactants needed to synthesize it. The reactants are: [F:1][C:2]1[CH:3]=[C:4](/[CH:9]=[CH:10]/[C:11]([OH:13])=O)[CH:5]=[CH:6][C:7]=1[F:8].S(Cl)([Cl:16])=O. (2) Given the product [O:34]1[CH2:38][CH2:37][CH2:36][CH:35]1[CH2:39][NH:40][C:26](=[O:28])[C:25]1[CH:29]=[CH:30][CH:31]=[C:23]([C:21]2[CH:20]=[CH:19][C:18]3[N:14]([C:10]4[CH:11]=[CH:12][CH:13]=[C:8]([NH:7][C:5]([NH:4][CH2:3][C:2]([F:33])([F:1])[F:32])=[O:6])[CH:9]=4)[CH:15]=[N:16][C:17]=3[CH:22]=2)[CH:24]=1, predict the reactants needed to synthesize it. The reactants are: [F:1][C:2]([F:33])([F:32])[CH2:3][NH:4][C:5]([NH:7][C:8]1[CH:9]=[C:10]([N:14]2[C:18]3[CH:19]=[CH:20][C:21]([C:23]4[CH:24]=[C:25]([CH:29]=[CH:30][CH:31]=4)[C:26]([OH:28])=O)=[CH:22][C:17]=3[N:16]=[CH:15]2)[CH:11]=[CH:12][CH:13]=1)=[O:6].[O:34]1[CH2:38][CH2:37][CH2:36][CH:35]1[CH2:39][NH2:40]. (3) Given the product [CH3:1][C:2]1[CH:3]=[C:4](/[CH:9]=[CH:10]/[C:11]2[CH:23]=[CH:22][C:14]([C:15]([OH:17])=[O:16])=[C:13]([NH:24][C:25]3[CH:30]=[CH:29][C:28]([F:31])=[CH:27][CH:26]=3)[CH:12]=2)[CH:5]=[CH:6][C:7]=1[CH3:8], predict the reactants needed to synthesize it. The reactants are: [CH3:1][C:2]1[CH:3]=[C:4](/[CH:9]=[CH:10]/[C:11]2[CH:23]=[CH:22][C:14]([C:15]([O:17]C(C)(C)C)=[O:16])=[C:13]([NH:24][C:25]3[CH:30]=[CH:29][C:28]([F:31])=[CH:27][CH:26]=3)[CH:12]=2)[CH:5]=[CH:6][C:7]=1[CH3:8]. (4) Given the product [Cl:17][C:10]1[C:11]2[C:16](=[CH:15][CH:14]=[CH:13][CH:12]=2)[C:7]([CH2:6][O:4][CH2:1][C:2]#[CH:3])=[N:8][N:9]=1, predict the reactants needed to synthesize it. The reactants are: [CH2:1]([OH:4])[C:2]#[CH:3].Br[CH2:6][C:7]1[C:16]2[C:11](=[CH:12][CH:13]=[CH:14][CH:15]=2)[C:10]([Cl:17])=[N:9][N:8]=1. (5) Given the product [OH:62][CH:63]1[CH2:68][CH2:67][CH2:66][CH2:65][CH:64]1[C:69]([O:71][CH2:72][CH3:73])=[O:70], predict the reactants needed to synthesize it. The reactants are: P([O-])(O)(O)=O.[K+].P([O-])([O-])(O)=O.[K+].[K+].C1C=[N+]([C@@H]2O[C@H](COP(OP(OC[C@H]3O[C@@H](N4C5N=CN=C(N)C=5N=C4)[C@H](O)[C@@H]3O)(O)=O)(O)=O)[C@@H](O)[C@H]2O)C=C(C(N)=O)C=1.CC(O)C.[O:62]=[C:63]1[CH2:68][CH2:67][CH2:66][CH2:65][CH:64]1[C:69]([O:71][CH2:72][CH3:73])=[O:70].